The task is: Predict the product of the given reaction.. This data is from Forward reaction prediction with 1.9M reactions from USPTO patents (1976-2016). Given the reactants [Br:1][C:2]1[N:7]=[C:6]([OH:8])[CH:5]=[CH:4][CH:3]=1.C([O-])([O-])=O.[K+].[K+].I[CH:16]([CH3:18])[CH3:17].O, predict the reaction product. The product is: [Br:1][C:2]1[CH:3]=[CH:4][CH:5]=[C:6]([O:8][CH:16]([CH3:18])[CH3:17])[N:7]=1.